Task: Predict the reaction yield, written as a fraction of the theoretical maximum amount of product (1.0 means a 100% yield; for example, 0.34 means a 34% yield).. Dataset: Reaction yield outcomes from USPTO patents with 853,638 reactions The reactants are [N:1]1[C:10]2[C:5](=[CH:6][C:7]([C:11]([O:13][CH3:14])=[O:12])=[CH:8][CH:9]=2)[CH:4]=[CH:3][CH:2]=1.[C:15](O)(=O)[CH:16](C)[CH3:17].S(=O)(=O)(O)O.[NH4+].[NH4+].[O-]S(OOS([O-])(=O)=O)(=O)=O. The catalyst is O.[N+]([O-])([O-])=O.[Ag+]. The product is [CH:16]([C:2]1[CH:3]=[CH:4][C:5]2[C:10](=[CH:9][CH:8]=[C:7]([C:11]([O:13][CH3:14])=[O:12])[CH:6]=2)[N:1]=1)([CH3:17])[CH3:15]. The yield is 0.200.